Task: Regression. Given a peptide amino acid sequence and an MHC pseudo amino acid sequence, predict their binding affinity value. This is MHC class II binding data.. Dataset: Peptide-MHC class II binding affinity with 134,281 pairs from IEDB The peptide sequence is VLMEWLKTRPILSPLTKGIL. The MHC is HLA-DQA10101-DQB10501 with pseudo-sequence HLA-DQA10101-DQB10501. The binding affinity (normalized) is 0.585.